The task is: Binary Classification. Given two protein amino acid sequences, predict whether they physically interact or not.. This data is from Human Reference Interactome with 51,813 positive PPI pairs across 8,248 proteins, plus equal number of experimentally-validated negative pairs. Protein 1 (ENSG00000116685) has sequence MWLQQRLKGLPGLLSSSWARRLLCLLGLLLLLLWFGGSGARRAAGGLHLLPWSRGEPGAAEPSACLEAATRAWRGLRERGEVVPLGPGVPALVANGFLALDVAANRLWVTPGEREPAVAPDFVPFVQLRPLSALAEAGEAVLLLREGLLRRVRCLQLGSPGPGPVAAGPGPASVSGLAAGSGRDCVLLQEDFLAHRGRPHVYLQRIQLNNPTERVAALQTVGPTAGPAPKAFTSTLEKVGDHQFLLYSGRSPPTPTGLVHLVVVAAKKLVNRLQVAPKTQLDETVLWVVHVSGPINPQVL.... Protein 2 (ENSG00000140263) has sequence MAAAAKPNNLSLVVHGPGDLRLENYPIPEPGPNEVLLRMHSVGICGSDVHYWEYGRIGNFIVKKPMVLGHEASGTVEKVGSSVKHLKPGDRVAIEPGAPRENDEFCKMGRYNLSPSIFFCATPPDDGNLCRFYKHNAAFCYKLPDNVTFEEGALIEPLSVGIHACRRGGVTLGHKVLVCGAGPIGMVTLLVAKAMGAAQVVVTDLSATRLSKAKEIGADLVLQISKESPQEIARKVEGQLGCKPEVTIECTGAEASIQAGIYATRSGGNLVLVGLGSEMTTVPLLHAAIREVDIKGVFRY.... Result: 0 (the proteins do not interact).